This data is from Full USPTO retrosynthesis dataset with 1.9M reactions from patents (1976-2016). The task is: Predict the reactants needed to synthesize the given product. (1) Given the product [Cl:11][C:4]1[N:3]=[C:2]([NH:20][C:17]2[CH:18]=[CH:19][C:14]([C:12]#[N:13])=[CH:15][CH:16]=2)[C:7]([N+:8]([O-:10])=[O:9])=[CH:6][CH:5]=1, predict the reactants needed to synthesize it. The reactants are: Cl[C:2]1[C:7]([N+:8]([O-:10])=[O:9])=[CH:6][CH:5]=[C:4]([Cl:11])[N:3]=1.[C:12]([C:14]1[CH:19]=[CH:18][C:17]([NH2:20])=[CH:16][CH:15]=1)#[N:13].CC(C)([O-])C.[K+].Cl. (2) Given the product [Cl:17][C:10]1[CH:9]=[C:8]([C:18](=[O:20])[CH3:19])[C:7]([N:33]2[CH2:34][CH2:35][N:30]([CH2:29][C:26]3[CH:25]=[CH:24][N:23]=[CH:28][CH:27]=3)[CH2:31][CH2:32]2)=[C:16]2[C:11]=1[CH:12]=[CH:13][CH:14]=[N:15]2, predict the reactants needed to synthesize it. The reactants are: FC(F)(F)S(O[C:7]1[C:8]([C:18](=[O:20])[CH3:19])=[CH:9][C:10]([Cl:17])=[C:11]2[C:16]=1[N:15]=[CH:14][CH:13]=[CH:12]2)(=O)=O.[N:23]1[CH:28]=[CH:27][C:26]([CH2:29][N:30]2[CH2:35][CH2:34][NH:33][CH2:32][CH2:31]2)=[CH:25][CH:24]=1.C1C=CC(P(C2C=CC3C(=CC=CC=3)C=2C2C3C(=CC=CC=3)C=CC=2P(C2C=CC=CC=2)C2C=CC=CC=2)C2C=CC=CC=2)=CC=1.C(=O)([O-])[O-].[Cs+].[Cs+]. (3) Given the product [C:1]1([C:7]2([C:13]3[CH:18]=[CH:17][CH:16]=[CH:15][CH:14]=3)[CH2:8][CH2:9][N:10]([CH2:20][C:21]#[N:22])[CH2:11][CH2:12]2)[CH:2]=[CH:3][CH:4]=[CH:5][CH:6]=1, predict the reactants needed to synthesize it. The reactants are: [C:1]1([C:7]2([C:13]3[CH:18]=[CH:17][CH:16]=[CH:15][CH:14]=3)[CH2:12][CH2:11][NH:10][CH2:9][CH2:8]2)[CH:6]=[CH:5][CH:4]=[CH:3][CH:2]=1.Cl[CH2:20][C:21]#[N:22].C(=O)([O-])[O-].[K+].[K+].[I-].[K+]. (4) Given the product [Cl:9][C:10]1[CH:15]=[CH:14][CH:13]=[CH:12][C:11]=1[C:16]1[S:17][C:18]([CH:23]=[O:24])=[CH:19][N:20]=1, predict the reactants needed to synthesize it. The reactants are: [Li+].CC([N-]C(C)C)C.[Cl:9][C:10]1[CH:15]=[CH:14][CH:13]=[CH:12][C:11]=1[C:16]1[S:17][CH:18]=[CH:19][N:20]=1.N1(C=O)CC[O:24][CH2:23]C1. (5) Given the product [CH3:12][S:11][C:10]1[C:5]2[S:4][CH:3]=[C:2]([C:27]#[C:26][Si:28]([CH3:31])([CH3:30])[CH3:29])[C:6]=2[N:7]=[CH:8][N:9]=1, predict the reactants needed to synthesize it. The reactants are: Br[C:2]1[C:6]2[N:7]=[CH:8][N:9]=[C:10]([S:11][CH3:12])[C:5]=2[S:4][CH:3]=1.C1(NC2CCCCC2)CCCCC1.[C:26]([Si:28]([CH3:31])([CH3:30])[CH3:29])#[CH:27]. (6) The reactants are: Br[C:2]1[CH:21]=[CH:20][C:19]([O:22][CH3:23])=[CH:18][C:3]=1[O:4][CH2:5][CH:6]1[CH:10]=[CH:9][CH2:8][N:7]1[C:11]([O:13][C:14]([CH3:17])([CH3:16])[CH3:15])=[O:12].CC(N=NC(C#N)(C)C)(C#N)C.C([SnH](CCCC)CCCC)CCC.C1CCN2C(=NCCC2)CC1. Given the product [CH3:23][O:22][C:19]1[CH:20]=[CH:21][C:2]2[CH:10]3[CH:6]([N:7]([C:11]([O:13][C:14]([CH3:17])([CH3:16])[CH3:15])=[O:12])[CH2:8][CH2:9]3)[CH2:5][O:4][C:3]=2[CH:18]=1, predict the reactants needed to synthesize it. (7) Given the product [C:11]([N:7]1[C:8]2=[CH:9][CH:32]=[N:33][C:3]2=[N:4][CH:5]=[CH:6]1)([C:24]1[CH:29]=[CH:28][CH:27]=[CH:26][CH:25]=1)([C:18]1[CH:23]=[CH:22][CH:21]=[CH:20][CH:19]=1)[C:12]1[CH:17]=[CH:16][CH:15]=[CH:14][CH:13]=1, predict the reactants needed to synthesize it. The reactants are: BrC[C:3]1[C:8]([CH2:9]Br)=[N:7][CH:6]=[CH:5][N:4]=1.[C:11](N)([C:24]1[CH:29]=[CH:28][CH:27]=[CH:26][CH:25]=1)([C:18]1[CH:23]=[CH:22][CH:21]=[CH:20][CH:19]=1)[C:12]1[CH:17]=[CH:16][CH:15]=[CH:14][CH:13]=1.O.[CH3:32][N:33](C)C=O.